From a dataset of Forward reaction prediction with 1.9M reactions from USPTO patents (1976-2016). Predict the product of the given reaction. (1) Given the reactants Br[C:2]1[CH:9]=[CH:8][C:5]([C:6]#[N:7])=[CH:4][C:3]=1[CH3:10].[N:11]1([C:17]([O:19][C:20]([CH3:23])([CH3:22])[CH3:21])=[O:18])[CH2:16][CH2:15][NH:14][CH2:13][CH2:12]1, predict the reaction product. The product is: [C:20]([O:19][C:17]([N:11]1[CH2:16][CH2:15][N:14]([C:2]2[CH:9]=[CH:8][C:5]([C:6]#[N:7])=[CH:4][C:3]=2[CH3:10])[CH2:13][CH2:12]1)=[O:18])([CH3:23])([CH3:21])[CH3:22]. (2) Given the reactants [CH2:1]([O:5][C:6]1[N:14]=[C:13]2[C:9]([N:10]=[C:11]([O:37][CH3:38])[N:12]2[CH2:15][C:16]2[CH:21]=[CH:20][C:19]([O:22][CH2:23][CH2:24][CH2:25][N:26]3C(=O)C4=CC=CC=C4C3=O)=[CH:18][CH:17]=2)=[C:8]([NH2:39])[N:7]=1)[CH2:2][CH2:3][CH3:4].O.NN, predict the reaction product. The product is: [NH2:26][CH2:25][CH2:24][CH2:23][O:22][C:19]1[CH:20]=[CH:21][C:16]([CH2:15][N:12]2[C:11]([O:37][CH3:38])=[N:10][C:9]3[C:13]2=[N:14][C:6]([O:5][CH2:1][CH2:2][CH2:3][CH3:4])=[N:7][C:8]=3[NH2:39])=[CH:17][CH:18]=1. (3) Given the reactants Cl[C:2]1[CH:7]=[CH:6][C:5]([C:8]2[O:12][CH:11]=[N:10][C:9]=2[C:13]2[CH:18]=[CH:17][CH:16]=[CH:15][CH:14]=2)=[CH:4][N:3]=1.[NH2:19][NH2:20], predict the reaction product. The product is: [C:13]1([C:9]2[N:10]=[CH:11][O:12][C:8]=2[C:5]2[CH:6]=[CH:7][C:2]([NH:19][NH2:20])=[N:3][CH:4]=2)[CH:18]=[CH:17][CH:16]=[CH:15][CH:14]=1. (4) Given the reactants C([O:3][C:4](=[O:32])[CH:5](C(OCC)=O)[CH:6]([C:18]1[CH:23]=[CH:22][C:21]([N+:24]([O-:26])=[O:25])=[CH:20][CH:19]=1)[CH:7](C(OCC)=O)[C:8]([O:10]CC)=[O:9])C, predict the reaction product. The product is: [N+:24]([C:21]1[CH:22]=[CH:23][C:18]([CH:6]([CH2:7][C:8]([OH:10])=[O:9])[CH2:5][C:4]([OH:32])=[O:3])=[CH:19][CH:20]=1)([O-:26])=[O:25]. (5) Given the reactants [CH3:1][N:2]([CH3:21])[CH2:3][CH2:4][CH:5]([C:12]1[CH:20]=[CH:19][C:15]([C:16]([OH:18])=[O:17])=[CH:14][CH:13]=1)[C:6]1[CH:11]=[CH:10][CH:9]=[CH:8][N:7]=1.[C:22]1(C)C=CC=C[CH:23]=1, predict the reaction product. The product is: [CH3:21][N:2]([CH3:1])[CH2:3][CH2:4][CH:5]([C:12]1[CH:13]=[CH:14][C:15]([C:16]([O:18][CH2:22][CH3:23])=[O:17])=[CH:19][CH:20]=1)[C:6]1[CH:11]=[CH:10][CH:9]=[CH:8][N:7]=1. (6) Given the reactants C[O:2][CH:3]([O:19]C)[C:4]1[C:5]([C:13]2[CH:18]=[CH:17][CH:16]=[CH:15][CH:14]=2)=[N:6][O:7][C:8]=1[C:9]([O:11][CH3:12])=[O:10].CC(C)=O.OS(O)(=O)=O.O=[Cr](=O)=O, predict the reaction product. The product is: [CH3:12][O:11][C:9]([C:8]1[O:7][N:6]=[C:5]([C:13]2[CH:18]=[CH:17][CH:16]=[CH:15][CH:14]=2)[C:4]=1[C:3]([OH:19])=[O:2])=[O:10]. (7) Given the reactants C([N:8]1[CH2:12][CH:11]=[C:10]([C:13]2[CH:18]=[C:17]([F:19])[CH:16]=[C:15]([F:20])[CH:14]=2)[CH2:9]1)C1C=CC=CC=1.C([O-])=O.[NH4+], predict the reaction product. The product is: [F:20][C:15]1[CH:14]=[C:13]([CH:10]2[CH2:11][CH2:12][NH:8][CH2:9]2)[CH:18]=[C:17]([F:19])[CH:16]=1.